Task: Regression. Given a peptide amino acid sequence and an MHC pseudo amino acid sequence, predict their binding affinity value. This is MHC class I binding data.. Dataset: Peptide-MHC class I binding affinity with 185,985 pairs from IEDB/IMGT (1) The peptide sequence is LTTPENITT. The MHC is HLA-A02:01 with pseudo-sequence HLA-A02:01. The binding affinity (normalized) is 0. (2) The peptide sequence is TPQVPLRPM. The binding affinity (normalized) is 0.370. The MHC is HLA-B53:01 with pseudo-sequence HLA-B53:01. (3) The peptide sequence is WMTQTLLIQNA. The MHC is Mamu-A11 with pseudo-sequence Mamu-A11. The binding affinity (normalized) is 0.209. (4) The peptide sequence is MLEEMQSAV. The MHC is HLA-A02:01 with pseudo-sequence HLA-A02:01. The binding affinity (normalized) is 0.606. (5) The peptide sequence is TVAHQVCPY. The MHC is HLA-A11:01 with pseudo-sequence HLA-A11:01. The binding affinity (normalized) is 0.572.